This data is from Reaction yield outcomes from USPTO patents with 853,638 reactions. The task is: Predict the reaction yield, written as a fraction of the theoretical maximum amount of product (1.0 means a 100% yield; for example, 0.34 means a 34% yield). (1) The reactants are [N:1]1([C:10]2[C:19]3[C:14](=[CH:15][CH:16]=[CH:17][CH:18]=3)[N:13]=[C:12](I)[C:11]=2[F:21])[C:9]2[CH:8]=[CH:7][N:6]=[CH:5][C:4]=2[CH2:3][CH2:2]1.C(=O)([O-])[O-].[Na+].[Na+].[Cl:28][C:29]1[S:33][C:32](B(O)O)=[CH:31][CH:30]=1. The catalyst is O1CCCC1. The product is [Cl:28][C:29]1[S:33][C:32]([C:12]2[C:11]([F:21])=[C:10]([N:1]3[C:9]4[CH:8]=[CH:7][N:6]=[CH:5][C:4]=4[CH2:3][CH2:2]3)[C:19]3[C:14](=[CH:15][CH:16]=[CH:17][CH:18]=3)[N:13]=2)=[CH:31][CH:30]=1. The yield is 0.520. (2) The reactants are [CH2:1]([C@H:8]1[CH2:12][O:11][C:10](=[O:13])[NH:9]1)[C:2]1[CH:7]=[CH:6][CH:5]=[CH:4][CH:3]=1.C([Li])CCC.[O:19]1[CH2:24][CH2:23][CH2:22][CH2:21][CH:20]1[C:25](Cl)=[O:26].[NH4+].[Cl-]. The catalyst is C1COCC1. The product is [CH2:1]([C@H:8]1[CH2:12][O:11][C:10](=[O:13])[N:9]1[C:25]([C@@H:20]1[CH2:21][CH2:22][CH2:23][CH2:24][O:19]1)=[O:26])[C:2]1[CH:3]=[CH:4][CH:5]=[CH:6][CH:7]=1.[CH2:1]([C@H:8]1[CH2:12][O:11][C:10](=[O:13])[N:9]1[C:25]([C@H:20]1[CH2:21][CH2:22][CH2:23][CH2:24][O:19]1)=[O:26])[C:2]1[CH:3]=[CH:4][CH:5]=[CH:6][CH:7]=1. The yield is 0.220. (3) The reactants are [CH3:1][C:2]1[CH:3]=[C:4]([CH:8]=[CH:9][C:10]=1[C:11]([N:13]1[CH2:17][CH2:16][CH2:15][CH2:14]1)=[O:12])[C:5]([OH:7])=O.CN(C(O[N:26]1N=[N:33][C:28]2[CH:29]=[CH:30]C=[CH:32][C:27]1=2)=[N+](C)C)C.[B-](F)(F)(F)F.[CH:40]([N:43](C(C)C)CC)([CH3:42])[CH3:41].Cl[CH2:50][Cl:51].C[OH:53].N.ClCl. The catalyst is O1CCCC1. The product is [Cl:51][C:50]1[CH:30]=[CH:29][C:28]2[NH:33][C:41]([C@@H:40]([NH:43][C:5](=[O:7])[C:4]3[CH:8]=[CH:9][C:10]([C:11]([N:13]4[CH2:17][CH2:16][CH2:15][CH2:14]4)=[O:12])=[C:2]([CH3:1])[CH:3]=3)[CH2:42][OH:53])=[N:26][C:27]=2[CH:32]=1. The yield is 0.430. (4) The reactants are CC1C=CC(S(O[CH2:12][CH2:13][CH2:14][CH2:15][C:16]2[C:24]3[C:19](=[CH:20][CH:21]=[CH:22][CH:23]=3)[NH:18][CH:17]=2)(=O)=O)=CC=1.[CH3:25][O:26][C:27]1[CH:32]=[C:31]([O:33][CH3:34])[N:30]=[C:29]([N:35]2[CH2:40][CH2:39][NH:38][CH2:37][CH2:36]2)[N:28]=1.C(=O)([O-])[O-].[K+].[K+].[I-].[K+]. The catalyst is C(#N)C. The product is [CH3:25][O:26][C:27]1[CH:32]=[C:31]([O:33][CH3:34])[N:30]=[C:29]([N:35]2[CH2:36][CH2:37][N:38]([CH2:12][CH2:13][CH2:14][CH2:15][C:16]3[C:24]4[C:19](=[CH:20][CH:21]=[CH:22][CH:23]=4)[NH:18][CH:17]=3)[CH2:39][CH2:40]2)[N:28]=1. The yield is 0.650. (5) The reactants are [Cl:1][C:2]1[CH:7]=[C:6]2[NH:8][C:9](=[O:36])[C:10]3([CH:15]([C:16]4[CH:21]=[CH:20][CH:19]=[C:18]([Cl:22])[CH:17]=4)[CH2:14][C:13](=[O:23])[N:12](CC(F)=O)[CH:11]3[C:28]3[CH:33]=[C:32]([F:34])[CH:31]=[CH:30][C:29]=3[CH3:35])[C:5]2=[CH:4][CH:3]=1.C(OC(N1CCC(N)CC1)=O)(C)(C)C.CN1CCOCC1. The catalyst is CN(C)C1C=CN=CC=1.O1CCCC1. The product is [Cl:1][C:2]1[CH:7]=[C:6]2[NH:8][C:9](=[O:36])[C:10]3([CH:15]([C:16]4[CH:21]=[CH:20][CH:19]=[C:18]([Cl:22])[CH:17]=4)[CH2:14][C:13](=[O:23])[NH:12][CH:11]3[C:28]3[CH:33]=[C:32]([F:34])[CH:31]=[CH:30][C:29]=3[CH3:35])[C:5]2=[CH:4][CH:3]=1. The yield is 0.586.